Dataset: Full USPTO retrosynthesis dataset with 1.9M reactions from patents (1976-2016). Task: Predict the reactants needed to synthesize the given product. (1) Given the product [Si:12]([O:19][CH2:20][C:21]([N:23]1[C:2]2[N:3]=[CH:4][N:5]=[C:6]([Cl:11])[C:7]=2[CH:8]=[CH:9]1)([CH3:24])[CH3:22])([C:15]([CH3:18])([CH3:17])[CH3:16])([CH3:14])[CH3:13], predict the reactants needed to synthesize it. The reactants are: Cl[C:2]1[C:7]([CH2:8][CH:9]=O)=[C:6]([Cl:11])[N:5]=[CH:4][N:3]=1.[Si:12]([O:19][CH2:20][C:21]([CH3:24])([NH2:23])[CH3:22])([C:15]([CH3:18])([CH3:17])[CH3:16])([CH3:14])[CH3:13]. (2) Given the product [OH:7][CH:6]([CH:4]([CH3:5])[CH3:3])[CH:9]([CH3:20])[C:10](=[O:19])[C:11]([CH3:18])([CH3:17])[CH:12]([O:15][CH3:16])[O:13][CH3:14], predict the reactants needed to synthesize it. The reactants are: [Li+].[I-].[CH3:3][CH:4]([CH:6]=[O:7])[CH3:5].Br[CH:9]([CH3:20])[C:10](=[O:19])[C:11]([CH3:18])([CH3:17])[CH:12]([O:15][CH3:16])[O:13][CH3:14].